Dataset: Peptide-MHC class II binding affinity with 134,281 pairs from IEDB. Task: Regression. Given a peptide amino acid sequence and an MHC pseudo amino acid sequence, predict their binding affinity value. This is MHC class II binding data. (1) The peptide sequence is AATQARAAAAAFEAA. The MHC is DRB1_0404 with pseudo-sequence DRB1_0404. The binding affinity (normalized) is 0.0500. (2) The peptide sequence is KKKYFAATQFEPLAA. The MHC is HLA-DPA10301-DPB10402 with pseudo-sequence HLA-DPA10301-DPB10402. The binding affinity (normalized) is 0.995. (3) The peptide sequence is GIAQSASVLSFMDKG. The MHC is DRB1_0404 with pseudo-sequence DRB1_0404. The binding affinity (normalized) is 0.600. (4) The peptide sequence is YDKFLANVSTVLTHK. The MHC is DRB1_0405 with pseudo-sequence DRB1_0405. The binding affinity (normalized) is 0.581. (5) The peptide sequence is WCYGVENVRVAYGKC. The MHC is DRB1_1301 with pseudo-sequence DRB1_1301. The binding affinity (normalized) is 0.356. (6) The peptide sequence is RNEPTAAAIAYGLDR. The MHC is HLA-DQA10401-DQB10402 with pseudo-sequence HLA-DQA10401-DQB10402. The binding affinity (normalized) is 0.614. (7) The MHC is HLA-DQA10501-DQB10301 with pseudo-sequence HLA-DQA10501-DQB10301. The binding affinity (normalized) is 0.0529. The peptide sequence is ELVPEDPEDSAL. (8) The peptide sequence is GELQIVDKIDAAFKT. The MHC is DRB1_0701 with pseudo-sequence DRB1_0701. The binding affinity (normalized) is 0.379. (9) The peptide sequence is GSLKTALTGAMRVTK. The MHC is HLA-DQA10201-DQB10303 with pseudo-sequence HLA-DQA10201-DQB10303. The binding affinity (normalized) is 0.553.